This data is from Catalyst prediction with 721,799 reactions and 888 catalyst types from USPTO. The task is: Predict which catalyst facilitates the given reaction. (1) Reactant: [OH:1][C:2]1[CH:23]=[C:22]([I:24])[CH:21]=[CH:20][C:3]=1[C:4](=[O:19])[CH:5]=[CH:6][C:7]1[CH:12]=[C:11]([O:13][CH3:14])[C:10]([O:15][CH3:16])=[C:9]([O:17][CH3:18])[CH:8]=1.[OH-:25].[Na+].OO. Product: [OH:25][C:5]1[C:4](=[O:19])[C:3]2[C:2](=[CH:23][C:22]([I:24])=[CH:21][CH:20]=2)[O:1][C:6]=1[C:7]1[CH:12]=[C:11]([O:13][CH3:14])[C:10]([O:15][CH3:16])=[C:9]([O:17][CH3:18])[CH:8]=1. The catalyst class is: 5. (2) Reactant: [CH3:1][N:2]1[CH2:6][CH2:5][CH2:4][C@@:3]1([CH2:10][O:11][Si:12]([CH:19]([CH3:21])[CH3:20])([CH:16]([CH3:18])[CH3:17])[CH:13]([CH3:15])[CH3:14])[C:7]([OH:9])=O.[F:22][C:23]1[CH:24]=[CH:25][C:26]([NH:29][NH2:30])=[N:27][CH:28]=1.CCN(C(C)C)C(C)C.CN(C(ON1N=NC2C=CC=NC1=2)=[N+](C)C)C.F[P-](F)(F)(F)(F)F. Product: [F:22][C:23]1[CH:24]=[CH:25][C:26]([NH:29][NH:30][C:7]([C@:3]2([CH2:10][O:11][Si:12]([CH:13]([CH3:14])[CH3:15])([CH:16]([CH3:17])[CH3:18])[CH:19]([CH3:20])[CH3:21])[CH2:4][CH2:5][CH2:6][N:2]2[CH3:1])=[O:9])=[N:27][CH:28]=1. The catalyst class is: 2. (3) Product: [F:1][C:2]1[CH:3]=[CH:4][C:5]([C:8]2[CH:9]=[CH:10][C:11]3[N:12]([C:14]([S:17][C:18]4[CH:24]=[CH:23][C:21]5[N:22]=[C:26]([NH2:27])[S:25][C:20]=5[CH:19]=4)=[N:15][N:16]=3)[CH:13]=2)=[CH:6][CH:7]=1. The catalyst class is: 15. Reactant: [F:1][C:2]1[CH:7]=[CH:6][C:5]([C:8]2[CH:9]=[CH:10][C:11]3[N:12]([C:14]([S:17][C:18]4[CH:24]=[CH:23][C:21]([NH2:22])=[CH:20][CH:19]=4)=[N:15][N:16]=3)[CH:13]=2)=[CH:4][CH:3]=1.[S-:25][C:26]#[N:27].[K+].BrBr. (4) Reactant: [Cl:1][C:2]1[C:7]([N:8]2[C:16](=[O:17])[C:15]3[C:10](=[CH:11][CH:12]=[CH:13][CH:14]=3)[C:9]2=[O:18])=[CH:6][C:5]([S:19](Cl)(=O)=O)=[C:4]([O:23][CH3:24])[CH:3]=1.C1(P(C2C=CC=CC=2)C2C=CC=CC=2)C=CC=CC=1.O.C(OCC)(=O)C. Product: [Cl:1][C:2]1[C:7]([N:8]2[C:16](=[O:17])[C:15]3[C:10](=[CH:11][CH:12]=[CH:13][CH:14]=3)[C:9]2=[O:18])=[CH:6][C:5]([SH:19])=[C:4]([O:23][CH3:24])[CH:3]=1. The catalyst class is: 7. (5) Reactant: F[C:2]1[CH:11]=[C:10]2[C:5]([C:6](=[O:12])[NH:7][CH:8]=[N:9]2)=[CH:4][CH:3]=1.[C:13]1([C:19]2([CH2:25][OH:26])[CH2:24][CH2:23][NH:22][CH2:21][CH2:20]2)[CH:18]=[CH:17][CH:16]=[CH:15][CH:14]=1.C(OCC)(=O)C.[OH-].[K+]. Product: [C:13]1([C:19]2([CH2:25][O:26][C:2]3[CH:11]=[C:10]4[C:5]([C:6](=[O:12])[NH:7][CH:8]=[N:9]4)=[CH:4][CH:3]=3)[CH2:20][CH2:21][NH:22][CH2:23][CH2:24]2)[CH:14]=[CH:15][CH:16]=[CH:17][CH:18]=1. The catalyst class is: 24. (6) Reactant: CS(O[CH2:6][CH2:7][CH2:8][C:9]1([C:26]2[CH:31]=[CH:30][CH:29]=[CH:28][CH:27]=2)[C:17]2[C:12](=[CH:13][CH:14]=[C:15]([C:18]3[C:19]([CH3:24])=[N:20][O:21][C:22]=3[CH3:23])[CH:16]=2)[NH:11][C:10]1=[O:25])(=O)=O.C(N(CC)CC)C.[NH:39]1[CH2:44][CH2:43][O:42][CH2:41][CH2:40]1.O. Product: [CH3:24][C:19]1[C:18]([C:15]2[CH:16]=[C:17]3[C:12](=[CH:13][CH:14]=2)[NH:11][C:10](=[O:25])[C:9]3([CH2:8][CH2:7][CH2:6][N:39]2[CH2:44][CH2:43][O:42][CH2:41][CH2:40]2)[C:26]2[CH:27]=[CH:28][CH:29]=[CH:30][CH:31]=2)=[C:22]([CH3:23])[O:21][N:20]=1. The catalyst class is: 1. (7) Reactant: [OH:1][C:2]1[C:7]2[CH2:8][CH2:9][CH:10]([C:14]([N:16]3[CH2:21][CH2:20][CH:19]([C:22]4[CH:27]=[CH:26][CH:25]=[CH:24][CH:23]=4)[CH2:18][CH2:17]3)=[O:15])[CH2:11][C:12](=[O:13])[C:6]=2[CH:5]=[CH:4][CH:3]=1.C([O-])([O-])=O.[K+].[K+].[CH2:34](Br)[C:35]1[CH:40]=[CH:39][CH:38]=[CH:37][CH:36]=1. Product: [CH2:34]([O:1][C:2]1[C:7]2[CH2:8][CH2:9][CH:10]([C:14]([N:16]3[CH2:21][CH2:20][CH:19]([C:22]4[CH:23]=[CH:24][CH:25]=[CH:26][CH:27]=4)[CH2:18][CH2:17]3)=[O:15])[CH2:11][C:12](=[O:13])[C:6]=2[CH:5]=[CH:4][CH:3]=1)[C:35]1[CH:40]=[CH:39][CH:38]=[CH:37][CH:36]=1. The catalyst class is: 14. (8) Reactant: C([O:8][C:9]1[CH:10]=[CH:11][C:12]([CH3:22])=[C:13]([CH:15]=[CH:16][C:17]([O:19][CH2:20][CH3:21])=[O:18])[CH:14]=1)C1C=CC=CC=1. Product: [OH:8][C:9]1[CH:10]=[CH:11][C:12]([CH3:22])=[C:13]([CH2:15][CH2:16][C:17]([O:19][CH2:20][CH3:21])=[O:18])[CH:14]=1. The catalyst class is: 19. (9) Reactant: [O:1]=[C:2]1[N:6]([CH:7]2[CH2:12][CH2:11][N:10](C(OC(C)(C)C)=O)[CH2:9][CH2:8]2)[C:5]2[CH:20]=[C:21]([O:24][C:25]([F:28])([F:27])[F:26])[CH:22]=[CH:23][C:4]=2[NH:3]1.[ClH:29]. The catalyst class is: 645. Product: [ClH:29].[NH:10]1[CH2:11][CH2:12][CH:7]([N:6]2[C:5]3[CH:20]=[C:21]([O:24][C:25]([F:27])([F:26])[F:28])[CH:22]=[CH:23][C:4]=3[NH:3][C:2]2=[O:1])[CH2:8][CH2:9]1. (10) Reactant: [CH2:1]([N:8]1[CH2:13][CH2:12][C:11]([NH:20][C:21]2[CH:26]=[CH:25][CH:24]=[C:23]([Cl:27])[CH:22]=2)([C:14]2[S:15][CH:16]=[C:17]([CH3:19])[N:18]=2)[CH2:10][CH2:9]1)[C:2]1[CH:7]=[CH:6][CH:5]=[CH:4][CH:3]=1.[C:28](Cl)(=[O:31])[CH2:29][CH3:30]. Product: [CH2:1]([N:8]1[CH2:13][CH2:12][C:11]([N:20]([C:21]2[CH:26]=[CH:25][CH:24]=[C:23]([Cl:27])[CH:22]=2)[C:28](=[O:31])[CH2:29][CH3:30])([C:14]2[S:15][CH:16]=[C:17]([CH3:19])[N:18]=2)[CH2:10][CH2:9]1)[C:2]1[CH:7]=[CH:6][CH:5]=[CH:4][CH:3]=1. The catalyst class is: 22.